Dataset: Full USPTO retrosynthesis dataset with 1.9M reactions from patents (1976-2016). Task: Predict the reactants needed to synthesize the given product. (1) The reactants are: [Si:1]([O:8][CH:9]([CH:27]([CH3:29])[CH3:28])[C:10](=O)/[C:11](=[CH:22]/[N:23](C)C)/[C:12]([O:14][CH2:15][C:16]1[CH:21]=[CH:20][CH:19]=[CH:18][CH:17]=1)=[O:13])([C:4]([CH3:7])([CH3:6])[CH3:5])([CH3:3])[CH3:2].[NH2:30]N. Given the product [Si:1]([O:8][CH:9]([C:10]1[C:11]([C:12]([O:14][CH2:15][C:16]2[CH:21]=[CH:20][CH:19]=[CH:18][CH:17]=2)=[O:13])=[CH:22][NH:23][N:30]=1)[CH:27]([CH3:29])[CH3:28])([C:4]([CH3:7])([CH3:6])[CH3:5])([CH3:3])[CH3:2], predict the reactants needed to synthesize it. (2) Given the product [Br:13][CH2:12][CH2:11][CH2:10][CH2:9][CH2:8][CH2:7][CH2:6][CH2:5][CH2:4][CH2:3][CH2:2][C:24]#[C:23][C@@H:22]([CH2:25][CH2:26][CH2:27][CH3:28])[O:21][Si:14]([C:17]([CH3:18])([CH3:19])[CH3:20])([CH3:15])[CH3:16], predict the reactants needed to synthesize it. The reactants are: Br[CH2:2][CH2:3][CH2:4][CH2:5][CH2:6][CH2:7][CH2:8][CH2:9][CH2:10][CH2:11][CH2:12][Br:13].[Si:14]([O:21][C@H:22]([CH2:25][CH2:26][CH2:27][CH3:28])[C:23]#[CH:24])([C:17]([CH3:20])([CH3:19])[CH3:18])([CH3:16])[CH3:15].O1CCCCC1OCCCC#C. (3) Given the product [Cl:1][C:2]1[N:7]=[CH:6][C:5]([CH2:8][N:9]2[CH2:16][CH2:17][O:18][CH:14]3[O:13][C:12](=[O:15])[CH:11]=[C:10]23)=[CH:4][CH:3]=1, predict the reactants needed to synthesize it. The reactants are: [Cl:1][C:2]1[N:7]=[CH:6][C:5]([CH2:8][N:9]([CH2:16][CH2:17][OH:18])[C:10]2[CH2:14][O:13][C:12](=[O:15])[CH:11]=2)=[CH:4][CH:3]=1.C([Li])CCC.BrBr.[Cl-].[NH4+]. (4) Given the product [NH2:20][NH:21][C:16](=[O:15])[CH2:17][N:5]1[CH2:6][CH2:7][CH:2]([OH:1])[CH2:3][CH2:4]1, predict the reactants needed to synthesize it. The reactants are: [OH:1][CH:2]1[CH2:7][CH2:6][NH:5][CH2:4][CH2:3]1.C(=O)([O-])[O-].[K+].[K+].C[O:15][C:16](=O)[CH2:17]Br.[NH2:20][NH2:21]. (5) Given the product [C:21]([O:25][C:26]([N:28]1[CH2:29][CH:30]2[O:36][CH:34]([CH2:33][N:32]([CH2:19][CH2:18][N:12]([CH2:11][CH2:10][CH2:9][C:6]3[CH:5]=[CH:4][C:3]([C:1]#[N:2])=[CH:8][CH:7]=3)[C:13]([N:15]([CH3:16])[CH3:17])=[O:14])[CH2:31]2)[CH2:35]1)=[O:27])([CH3:24])([CH3:22])[CH3:23], predict the reactants needed to synthesize it. The reactants are: [C:1]([C:3]1[CH:8]=[CH:7][C:6]([CH2:9][CH2:10][CH2:11][N:12]([CH2:18][CH:19]=O)[C:13]([N:15]([CH3:17])[CH3:16])=[O:14])=[CH:5][CH:4]=1)#[N:2].[C:21]([O:25][C:26]([N:28]1[CH2:35][CH:34]2[O:36][CH:30]([CH2:31][NH:32][CH2:33]2)[CH2:29]1)=[O:27])([CH3:24])([CH3:23])[CH3:22].C(O)(=O)C.[BH3-]C#N.[Na+].